Dataset: Peptide-MHC class I binding affinity with 185,985 pairs from IEDB/IMGT. Task: Regression. Given a peptide amino acid sequence and an MHC pseudo amino acid sequence, predict their binding affinity value. This is MHC class I binding data. (1) The peptide sequence is RAACRAAGL. The MHC is Patr-B0101 with pseudo-sequence Patr-B0101. The binding affinity (normalized) is 0.412. (2) The peptide sequence is AGFSAGLTY. The MHC is HLA-A29:02 with pseudo-sequence HLA-A29:02. The binding affinity (normalized) is 0.616. (3) The peptide sequence is SMFAFSLSV. The binding affinity (normalized) is 0.607. The MHC is HLA-B27:05 with pseudo-sequence HLA-B27:05. (4) The peptide sequence is IRLRPGGKK. The MHC is HLA-A26:01 with pseudo-sequence HLA-A26:01. The binding affinity (normalized) is 0.